Dataset: Forward reaction prediction with 1.9M reactions from USPTO patents (1976-2016). Task: Predict the product of the given reaction. (1) Given the reactants [CH3:1][CH:2]1[CH:7]=[C:6]([CH3:8])[CH2:5][CH2:4][C:3]1([C:12](=[O:16])[CH2:13][CH:14]=[CH2:15])[C:9]([CH3:11])=[CH2:10].C(N(CC)CC)C, predict the reaction product. The product is: [CH3:1][CH:2]1[CH:7]=[C:6]([CH3:8])[CH2:5][CH2:4][C:3]1([C:12](=[O:16])[CH:13]=[CH:14][CH3:15])[C:9]([CH3:11])=[CH2:10]. (2) Given the reactants [P:1](=[S:5])([OH:4])([OH:3])[SH:2].[OH-].[Sr+2:7].[OH-].OO.C(OCCOCCOCCOC(=O)CCCCCCCC)(=O)CCCCCCCC, predict the reaction product. The product is: [P:1]([O-:4])([O-:3])([S-:5])=[S:2].[Sr+2:7].[P:1]([O-:4])([O-:3])([S-:5])=[S:2].[Sr+2:7].[Sr+2:7].